The task is: Predict the reactants needed to synthesize the given product.. This data is from Full USPTO retrosynthesis dataset with 1.9M reactions from patents (1976-2016). (1) Given the product [NH2:1][C:2]1[C:7]([O:8][CH2:9][CH2:10][N:11]([CH3:19])[C:12](=[O:18])[O:13][C:14]([CH3:17])([CH3:16])[CH3:15])=[C:6]([C:33]2[CH:34]=[C:35]([F:37])[CH:36]=[C:31]([NH:30][C:28](=[O:29])[C:27]3[CH:48]=[CH:49][C:24]([CH:21]4[CH2:22][CH2:23]4)=[CH:25][C:26]=3[F:50])[C:32]=2[CH3:47])[N:5]=[CH:4][N:3]=1, predict the reactants needed to synthesize it. The reactants are: [NH2:1][C:2]1[C:7]([O:8][CH2:9][CH2:10][N:11]([CH3:19])[C:12](=[O:18])[O:13][C:14]([CH3:17])([CH3:16])[CH3:15])=[C:6](Cl)[N:5]=[CH:4][N:3]=1.[CH:21]1([C:24]2[CH:49]=[CH:48][C:27]([C:28]([NH:30][C:31]3[CH:36]=[C:35]([F:37])[CH:34]=[C:33](B4OC(C)(C)C(C)(C)O4)[C:32]=3[CH3:47])=[O:29])=[C:26]([F:50])[CH:25]=2)[CH2:23][CH2:22]1.C(=O)([O-])[O-].[Na+].[Na+]. (2) Given the product [O:2]1[CH2:7][CH2:6][CH:5]([O:8][C:12]2[N:17]=[N:16][C:15]([NH2:18])=[CH:14][CH:13]=2)[CH2:4][CH2:3]1, predict the reactants needed to synthesize it. The reactants are: [Na].[O:2]1[CH2:7][CH2:6][CH:5]([OH:8])[CH2:4][CH2:3]1.[H][H].Cl[C:12]1[N:17]=[N:16][C:15]([NH2:18])=[CH:14][CH:13]=1.Cl. (3) Given the product [C:35]([O:34][C:29](=[O:33])[C:30]([CH3:32])=[CH:31][C:2]1[CH:3]=[CH:4][C:5]([O:24][C:25]([F:28])([F:26])[F:27])=[C:6]([C:8]2[CH:17]=[C:16]3[C:11]([C:12]([CH3:22])([CH3:21])[CH2:13][C:14](=[O:20])[N:15]3[CH2:18][CH3:19])=[CH:10][C:9]=2[CH3:23])[CH:7]=1)([CH3:38])([CH3:37])[CH3:36], predict the reactants needed to synthesize it. The reactants are: Br[C:2]1[CH:3]=[CH:4][C:5]([O:24][C:25]([F:28])([F:27])[F:26])=[C:6]([C:8]2[CH:17]=[C:16]3[C:11]([C:12]([CH3:22])([CH3:21])[CH2:13][C:14](=[O:20])[N:15]3[CH2:18][CH3:19])=[CH:10][C:9]=2[CH3:23])[CH:7]=1.[C:29]([O:34][C:35]([CH3:38])([CH3:37])[CH3:36])(=[O:33])[C:30]([CH3:32])=[CH2:31]. (4) The reactants are: [F:1][C:2]([F:23])([F:22])[C:3]1[CH:8]=[CH:7][N:6]=[C:5]([N:9]2[CH:13]=[C:12]([C:14]([N:16]3[CH2:20][CH2:19][C@H:18]([NH2:21])[CH2:17]3)=[O:15])[N:11]=[CH:10]2)[CH:4]=1.[OH:24][C:25]1([C:32]2[CH:33]=[N:34][C:35]([C:38]3[N:43]=[CH:42][CH:41]=[CH:40][N:39]=3)=[CH:36][CH:37]=2)[CH2:30][CH2:29][C:28](=O)[CH2:27][CH2:26]1.C(O[BH-](OC(=O)C)OC(=O)C)(=O)C.[Na+].C(N(CC)CC)C. Given the product [N:39]1[CH:40]=[CH:41][CH:42]=[N:43][C:38]=1[C:35]1[N:34]=[CH:33][C:32]([C:25]2([OH:24])[CH2:30][CH2:29][CH:28]([NH:21][C@H:18]3[CH2:19][CH2:20][N:16]([C:14]([C:12]4[N:11]=[CH:10][N:9]([C:5]5[CH:4]=[C:3]([C:2]([F:1])([F:22])[F:23])[CH:8]=[CH:7][N:6]=5)[CH:13]=4)=[O:15])[CH2:17]3)[CH2:27][CH2:26]2)=[CH:37][CH:36]=1, predict the reactants needed to synthesize it. (5) Given the product [Cl:8][C:9]1[CH:14]=[CH:13][C:12]([C:15]2[CH:20]=[CH:19][C:18]([NH:21][C:22]([C:24]3[CH:29]=[CH:28][C:27]([C:30]([F:32])([F:31])[F:33])=[CH:26][C:25]=3[C:34]3[CH:35]=[CH:36][C:37]([C:40]([NH:42][CH2:43][CH2:44][C:45]([OH:47])=[O:46])=[O:41])=[N:38][CH:39]=3)=[O:23])=[CH:17][CH:16]=2)=[C:11]([CH3:50])[CH:10]=1, predict the reactants needed to synthesize it. The reactants are: [Li+].[OH-].C1COCC1.[Cl:8][C:9]1[CH:14]=[CH:13][C:12]([C:15]2[CH:20]=[CH:19][C:18]([NH:21][C:22]([C:24]3[CH:29]=[CH:28][C:27]([C:30]([F:33])([F:32])[F:31])=[CH:26][C:25]=3[C:34]3[CH:35]=[CH:36][C:37]([C:40]([NH:42][CH2:43][CH2:44][C:45]([O:47]CC)=[O:46])=[O:41])=[N:38][CH:39]=3)=[O:23])=[CH:17][CH:16]=2)=[C:11]([CH3:50])[CH:10]=1.Cl. (6) Given the product [C:2]([C:6]1[CH:16]=[C:15]([Cl:1])[CH:14]=[CH:13][C:7]=1[O:8][CH2:9][CH2:10][N:11]([CH3:12])[C:26]([C:18]1[N:17]=[C:25]2[CH:24]=[CH:23][CH:22]=[N:21][N:20]2[CH:19]=1)=[O:28])([CH3:5])([CH3:3])[CH3:4], predict the reactants needed to synthesize it. The reactants are: [ClH:1].[C:2]([C:6]1[CH:16]=[CH:15][CH:14]=[CH:13][C:7]=1[O:8][CH2:9][CH2:10][NH:11][CH3:12])([CH3:5])([CH3:4])[CH3:3].[N:17]1[C:18]([C:26]([OH:28])=O)=[CH:19][N:20]2[C:25]=1[CH:24]=[CH:23][CH:22]=[N:21]2.